From a dataset of Full USPTO retrosynthesis dataset with 1.9M reactions from patents (1976-2016). Predict the reactants needed to synthesize the given product. (1) The reactants are: [CH3:1][O:2][C:3]1[CH:4]=[C:5]2[O:9][C:8]([C:10]3[N:11]=[C:12]4[N:16]([CH:17]=3)[N:15]=[C:14]([O:18][CH3:19])[S:13]4)=[CH:7][C:6]2=[C:20]([OH:22])[CH:21]=1.O[CH2:24][C:25]1[N:26]=[C:27]([N:34]2[CH2:39][CH2:38][O:37][CH2:36][CH2:35]2)[S:28][C:29]=1[C:30]([OH:33])([CH3:32])[CH3:31]. Given the product [CH3:1][O:2][C:3]1[CH:21]=[C:20]([O:22][CH2:24][C:25]2[N:26]=[C:27]([N:34]3[CH2:39][CH2:38][O:37][CH2:36][CH2:35]3)[S:28][C:29]=2[C:30]([OH:33])([CH3:32])[CH3:31])[C:6]2[CH:7]=[C:8]([C:10]3[N:11]=[C:12]4[N:16]([CH:17]=3)[N:15]=[C:14]([O:18][CH3:19])[S:13]4)[O:9][C:5]=2[CH:4]=1, predict the reactants needed to synthesize it. (2) Given the product [F:1][C:2]1[CH:10]=[C:9]2[C:5]([C:6]([C:12]3[N:13]=[C:14]4[C:20]([C:21]([NH:28][C:25]5([CH3:24])[CH2:27][CH2:26]5)=[O:22])=[CH:19][NH:18][C:15]4=[N:16][CH:17]=3)=[N:7][N:8]2[CH3:11])=[CH:4][CH:3]=1, predict the reactants needed to synthesize it. The reactants are: [F:1][C:2]1[CH:10]=[C:9]2[C:5]([C:6]([C:12]3[N:13]=[C:14]4[C:20]([C:21](O)=[O:22])=[CH:19][NH:18][C:15]4=[N:16][CH:17]=3)=[N:7][N:8]2[CH3:11])=[CH:4][CH:3]=1.[CH3:24][C:25]1([NH2:28])[CH2:27][CH2:26]1.CN(C(ON1N=NC2C=CC=NC1=2)=[N+](C)C)C.F[P-](F)(F)(F)(F)F.CCN(C(C)C)C(C)C. (3) Given the product [Br:8][C:30]1[S:29][C:28]2[CH2:27][C:26]3[C:22]([C:19]4[CH:20]=[CH:21][C:16]([N:13]5[CH2:14][CH2:15][N:10]([CH3:9])[CH2:11][CH2:12]5)=[CH:17][CH:18]=4)=[N:23][N:24]([CH2:33][O:34][CH2:35][CH2:36][Si:37]([CH3:39])([CH3:38])[CH3:40])[C:25]=3[C:32]=2[CH:31]=1, predict the reactants needed to synthesize it. The reactants are: C1C(=O)N([Br:8])C(=O)C1.[CH3:9][N:10]1[CH2:15][CH2:14][N:13]([C:16]2[CH:21]=[CH:20][C:19]([C:22]3[C:26]4[CH2:27][C:28]5[S:29][CH:30]=[CH:31][C:32]=5[C:25]=4[N:24]([CH2:33][O:34][CH2:35][CH2:36][Si:37]([CH3:40])([CH3:39])[CH3:38])[N:23]=3)=[CH:18][CH:17]=2)[CH2:12][CH2:11]1.